Dataset: Reaction yield outcomes from USPTO patents with 853,638 reactions. Task: Predict the reaction yield, written as a fraction of the theoretical maximum amount of product (1.0 means a 100% yield; for example, 0.34 means a 34% yield). (1) The reactants are [CH:1]1([NH:6][C:7]2[N:12]=[C:11]([C:13]3[N:17]4[CH:18]=[CH:19][CH:20]=[C:21]([N:22]=CN(C)C)[C:16]4=[N:15][C:14]=3[C:27]3[CH:32]=[CH:31][C:30]([F:33])=[CH:29][CH:28]=3)[CH:10]=[CH:9][N:8]=2)[CH2:5][CH2:4][CH2:3][CH2:2]1.[OH-].[Na+]. The catalyst is CO. The product is [CH:1]1([NH:6][C:7]2[N:12]=[C:11]([C:13]3[N:17]4[CH:18]=[CH:19][CH:20]=[C:21]([NH2:22])[C:16]4=[N:15][C:14]=3[C:27]3[CH:28]=[CH:29][C:30]([F:33])=[CH:31][CH:32]=3)[CH:10]=[CH:9][N:8]=2)[CH2:5][CH2:4][CH2:3][CH2:2]1. The yield is 0.880. (2) The reactants are [CH3:1][N:2]1[CH2:7][CH2:6][N:5]([C:8]2[C:13]3[CH2:14][C@H:15]([NH:18][C:19](=[O:39])[C:20]4[CH:25]=[CH:24][C:23]([N:26]5[CH2:31][CH2:30][N:29](CC6C=CC=CC=6)[CH2:28][CH2:27]5)=[CH:22][CH:21]=4)[CH2:16][O:17][C:12]=3[CH:11]=[CH:10][CH:9]=2)[CH2:4][CH2:3]1.C([O-])=O.[NH4+]. The catalyst is CO.[Pd]. The product is [CH3:1][N:2]1[CH2:3][CH2:4][N:5]([C:8]2[C:13]3[CH2:14][CH:15]([NH:18][C:19](=[O:39])[C:20]4[CH:21]=[CH:22][C:23]([N:26]5[CH2:27][CH2:28][NH:29][CH2:30][CH2:31]5)=[CH:24][CH:25]=4)[CH2:16][O:17][C:12]=3[CH:11]=[CH:10][CH:9]=2)[CH2:6][CH2:7]1. The yield is 0.920. (3) The reactants are [Cl:1][C:2]1[CH:3]=[C:4]([C:8]([NH:10][C@@H:11]2[CH2:16][CH2:15][N:14](C(OC)=O)[CH2:13][C@@H:12]2[CH3:21])=[O:9])[NH:5][C:6]=1[CH3:7].[OH-].[K+].O.NN.O. The catalyst is C(O)CO. The product is [Cl:1][C:2]1[CH:3]=[C:4]([C:8]([NH:10][C@@H:11]2[CH2:16][CH2:15][NH:14][CH2:13][C@@H:12]2[CH3:21])=[O:9])[NH:5][C:6]=1[CH3:7]. The yield is 0.520. (4) The reactants are [CH3:1][N:2]([CH3:15])[S:3]([C:6]1[C:11]([Cl:12])=[CH:10][CH:9]=[C:8]([NH2:13])[C:7]=1[OH:14])(=[O:5])=[O:4].[Br:16][C:17]1[CH:22]=[CH:21][CH:20]=[CH:19][C:18]=1[N:23]=[C:24]=[S:25]. The catalyst is CN(C)C=O. The product is [Cl:12][C:11]1[CH:10]=[CH:9][C:8]([NH:13][C:24]([NH:23][C:18]2[CH:19]=[CH:20][CH:21]=[CH:22][C:17]=2[Br:16])=[S:25])=[C:7]([OH:14])[C:6]=1[S:3]([N:2]([CH3:15])[CH3:1])(=[O:5])=[O:4]. The yield is 0.740.